This data is from Catalyst prediction with 721,799 reactions and 888 catalyst types from USPTO. The task is: Predict which catalyst facilitates the given reaction. Reactant: [CH3:1][O:2][C:3](=[O:15])[C:4]1[CH:9]=[CH:8][C:7](Br)=[C:6]([S:11]([CH3:14])(=[O:13])=[O:12])[CH:5]=1.[C:16]([O:20][C:21]([N:23]1[CH2:28][CH:27]=[C:26](B2OC(C)(C)C(C)(C)O2)[CH2:25][CH2:24]1)=[O:22])([CH3:19])([CH3:18])[CH3:17].C(=O)([O-])[O-].[K+].[K+]. Product: [C:16]([O:20][C:21]([N:23]1[CH2:24][CH:25]=[C:26]([C:7]2[CH:8]=[CH:9][C:4]([C:3]([O:2][CH3:1])=[O:15])=[CH:5][C:6]=2[S:11]([CH3:14])(=[O:13])=[O:12])[CH2:27][CH2:28]1)=[O:22])([CH3:19])([CH3:17])[CH3:18]. The catalyst class is: 73.